This data is from Retrosynthesis with 50K atom-mapped reactions and 10 reaction types from USPTO. The task is: Predict the reactants needed to synthesize the given product. Given the product CC(C)(C)OC(=O)N1CCN(C(=O)c2ccc(N)cc2)CC1, predict the reactants needed to synthesize it. The reactants are: CC(C)(C)OC(=O)N1CCNCC1.Nc1ccc(C(=O)O)cc1.